Dataset: Peptide-MHC class I binding affinity with 185,985 pairs from IEDB/IMGT. Task: Regression. Given a peptide amino acid sequence and an MHC pseudo amino acid sequence, predict their binding affinity value. This is MHC class I binding data. (1) The peptide sequence is TMLVRQMTK. The MHC is HLA-A02:16 with pseudo-sequence HLA-A02:16. The binding affinity (normalized) is 0.0847. (2) The peptide sequence is EFKQILTDF. The MHC is HLA-B15:01 with pseudo-sequence HLA-B15:01. The binding affinity (normalized) is 0.0847.